This data is from Catalyst prediction with 721,799 reactions and 888 catalyst types from USPTO. The task is: Predict which catalyst facilitates the given reaction. (1) Product: [ClH:1].[Cl:1][C:2]1[C:3]2[NH:12][C:19]3[CH2:20][CH2:21][NH:16][CH2:17][C:18]=3[C:4]=2[C:5]([C:8]([F:11])([F:10])[F:9])=[CH:6][CH:7]=1. Reactant: [Cl:1][C:2]1[CH:7]=[CH:6][C:5]([C:8]([F:11])([F:10])[F:9])=[CH:4][C:3]=1[NH:12]N.O.Cl.[NH:16]1[CH2:21][CH2:20][C:19](=O)[CH2:18][CH2:17]1. The catalyst class is: 41. (2) Reactant: [Cl:1][C:2]1[CH:9]=[CH:8][C:5]([C:6]#[N:7])=[CH:4][CH:3]=1.[H][H]. Product: [Cl:1][C:2]1[CH:9]=[CH:8][C:5]([CH2:6][NH2:7])=[CH:4][CH:3]=1. The catalyst class is: 547. (3) Reactant: [NH2:1][CH2:2][CH2:3][CH2:4][C:5]1([C:23]2[CH:28]=[CH:27][CH:26]=[CH:25][CH:24]=2)[CH:9]=[C:8]([C:10]2[CH:15]=[C:14]([Cl:16])[CH:13]=[CH:12][C:11]=2[F:17])[CH2:7][N:6]1[C:18]([N:20]([CH3:22])[CH3:21])=[O:19].C(N(CC)CC)C.Cl[C:37]([O:39][CH3:40])=[O:38]. Product: [Cl:16][C:14]1[CH:13]=[CH:12][C:11]([F:17])=[C:10]([C:8]2[CH2:7][N:6]([C:18]([N:20]([CH3:22])[CH3:21])=[O:19])[C:5]([CH2:4][CH2:3][CH2:2][NH:1][C:37](=[O:38])[O:39][CH3:40])([C:23]3[CH:24]=[CH:25][CH:26]=[CH:27][CH:28]=3)[CH:9]=2)[CH:15]=1. The catalyst class is: 2. (4) Reactant: [Cl:1][C:2]1[CH:18]=[CH:17][C:5]([CH2:6][N:7]2[C:12]([S:13][CH3:14])=[N:11][C:10](=[O:15])[NH:9][C:8]2=[O:16])=[CH:4][CH:3]=1.[O:19]1[CH2:24][CH2:23][CH2:22][CH2:21][CH:20]1[O:25][CH2:26][CH2:27]O.C1(P(C2C=CC=CC=2)C2C=CC=CC=2)C=CC=CC=1.N(C(OC(C)C)=O)=NC(OC(C)C)=O. Product: [Cl:1][C:2]1[CH:3]=[CH:4][C:5]([CH2:6][N:7]2[C:12]([S:13][CH3:14])=[N:11][C:10](=[O:15])[N:9]([CH2:27][CH2:26][O:25][CH:20]3[CH2:21][CH2:22][CH2:23][CH2:24][O:19]3)[C:8]2=[O:16])=[CH:17][CH:18]=1. The catalyst class is: 90. (5) Reactant: [CH2:1]([O:3][C:4]1[CH:5]=[C:6]([CH:12]2[CH:17]([NH:18][C:19]([C:21]3[CH:26]=[CH:25][C:24]([C:27](=[NH:30])[NH:28][OH:29])=[CH:23][CH:22]=3)=[O:20])[CH2:16][CH2:15][CH:14]([O:31][C:32](=[O:34])[CH3:33])[CH2:13]2)[CH:7]=[CH:8][C:9]=1[O:10][CH3:11])[CH3:2].[C:35](OC(=O)C)(=O)[CH3:36]. Product: [CH2:1]([O:3][C:4]1[CH:5]=[C:6]([CH:12]2[CH:17]([NH:18][C:19]([C:21]3[CH:22]=[CH:23][C:24]([C:27]4[N:30]=[C:35]([CH3:36])[O:29][N:28]=4)=[CH:25][CH:26]=3)=[O:20])[CH2:16][CH2:15][CH:14]([O:31][C:32](=[O:34])[CH3:33])[CH2:13]2)[CH:7]=[CH:8][C:9]=1[O:10][CH3:11])[CH3:2]. The catalyst class is: 142. (6) Reactant: [Cl:1][C:2]1[C:3]([C:8]([C:10]([F:13])([F:12])[F:11])=[CH2:9])=[N:4][CH:5]=[CH:6][CH:7]=1.[Si:14]([O:21][C:22](=[CH2:28])/[CH:23]=[CH:24]/[N:25]([CH3:27])[CH3:26])([C:17]([CH3:20])([CH3:19])[CH3:18])([CH3:16])[CH3:15]. Product: [Si:14]([O:21][C:22]1[CH2:28][CH2:9][C:8]([C:3]2[C:2]([Cl:1])=[CH:7][CH:6]=[CH:5][N:4]=2)([C:10]([F:11])([F:13])[F:12])[CH:24]([N:25]([CH3:27])[CH3:26])[CH:23]=1)([C:17]([CH3:20])([CH3:19])[CH3:18])([CH3:16])[CH3:15]. The catalyst class is: 11. (7) Reactant: [Na].[CH2:2]([O:4][C:5]([C@@H:7]1[CH2:11][CH2:10][CH2:9][C@@H:8]1[C:12]1[C:20]2[C:15](=[CH:16][CH:17]=[C:18]([C:21]#[N:22])[CH:19]=2)[NH:14][CH:13]=1)=[O:6])C. Product: [CH3:2][O:4][C:5]([C@@H:7]1[CH2:11][CH2:10][CH2:9][C@H:8]1[C:12]1[C:20]2[C:15](=[CH:16][CH:17]=[C:18]([C:21]#[N:22])[CH:19]=2)[NH:14][CH:13]=1)=[O:6]. The catalyst class is: 5. (8) Reactant: C([O-])=O.[NH4+].[C:5]([N:8]([C:12]1[CH:17]=[CH:16][C:15]([N:18]2[CH2:21][CH:20]([N:22](CC3C=CC=CC=3)[CH2:23][C@H:24]([OH:41])[CH2:25][O:26][C:27]3[CH:32]=[CH:31][C:30]([O:33]CC4C=CC=CC=4)=[CH:29][CH:28]=3)[CH2:19]2)=[CH:14][CH:13]=1)[C:9](=[O:11])[CH3:10])(=[O:7])[CH3:6]. Product: [C:5]([N:8]([C:12]1[CH:13]=[CH:14][C:15]([N:18]2[CH2:19][CH:20]([NH:22][CH2:23][C@H:24]([OH:41])[CH2:25][O:26][C:27]3[CH:28]=[CH:29][C:30]([OH:33])=[CH:31][CH:32]=3)[CH2:21]2)=[CH:16][CH:17]=1)[C:9](=[O:11])[CH3:10])(=[O:7])[CH3:6]. The catalyst class is: 19.